This data is from NCI-60 drug combinations with 297,098 pairs across 59 cell lines. The task is: Regression. Given two drug SMILES strings and cell line genomic features, predict the synergy score measuring deviation from expected non-interaction effect. (1) Drug 1: CC(CN1CC(=O)NC(=O)C1)N2CC(=O)NC(=O)C2. Drug 2: CCCS(=O)(=O)NC1=C(C(=C(C=C1)F)C(=O)C2=CNC3=C2C=C(C=N3)C4=CC=C(C=C4)Cl)F. Cell line: HOP-62. Synergy scores: CSS=-0.407, Synergy_ZIP=-2.72, Synergy_Bliss=-2.53, Synergy_Loewe=-4.84, Synergy_HSA=-3.78. (2) Drug 1: CC(CN1CC(=O)NC(=O)C1)N2CC(=O)NC(=O)C2. Drug 2: C1C(C(OC1N2C=NC3=C(N=C(N=C32)Cl)N)CO)O. Cell line: A549. Synergy scores: CSS=27.6, Synergy_ZIP=-1.02, Synergy_Bliss=-3.43, Synergy_Loewe=-5.19, Synergy_HSA=-4.98. (3) Drug 1: CC12CCC3C(C1CCC2O)C(CC4=C3C=CC(=C4)O)CCCCCCCCCS(=O)CCCC(C(F)(F)F)(F)F. Drug 2: CC1=C2C(C(=O)C3(C(CC4C(C3C(C(C2(C)C)(CC1OC(=O)C(C(C5=CC=CC=C5)NC(=O)OC(C)(C)C)O)O)OC(=O)C6=CC=CC=C6)(CO4)OC(=O)C)O)C)O. Cell line: UACC-257. Synergy scores: CSS=3.87, Synergy_ZIP=5.26, Synergy_Bliss=7.72, Synergy_Loewe=2.38, Synergy_HSA=3.84.